This data is from Forward reaction prediction with 1.9M reactions from USPTO patents (1976-2016). The task is: Predict the product of the given reaction. (1) Given the reactants [C:1]([C:3]1[CH:9]=[CH:8][C:6]([NH2:7])=[CH:5][C:4]=1[C:10]([F:13])([F:12])[F:11])#[N:2].[CH2:14]([C:16](=[CH2:20])[C:17](O)=[O:18])[CH3:15], predict the reaction product. The product is: [C:1]([C:3]1[CH:9]=[CH:8][C:6]([NH:7][C:17](=[O:18])[C:16]([CH2:14][CH3:15])=[CH2:20])=[CH:5][C:4]=1[C:10]([F:11])([F:12])[F:13])#[N:2]. (2) Given the reactants [O:1]1[CH:5]=[CH:4][CH:3]=[C:2]1[C:6]([CH:8]1[CH2:14][CH2:13][O:12][C:11]2[CH:15]=[C:16]([N:19]3[CH2:23][C@H:22]([CH2:24][NH:25][C:26](=[O:28])[CH3:27])[O:21][C:20]3=[O:29])[CH:17]=[CH:18][C:10]=2[C:9]1=O)=O.O.[NH2:32][NH2:33], predict the reaction product. The product is: [O:1]1[CH:5]=[CH:4][CH:3]=[C:2]1[C:6]1[C:8]2[CH2:14][CH2:13][O:12][C:11]3[CH:15]=[C:16]([N:19]4[CH2:23][C@H:22]([CH2:24][NH:25][C:26](=[O:28])[CH3:27])[O:21][C:20]4=[O:29])[CH:17]=[CH:18][C:10]=3[C:9]=2[NH:33][N:32]=1. (3) Given the reactants [Cl:1][C:2]1[C:3]2[N:4]([C:8]([C@@H:11]3[CH2:22][N:15]4[C:16](=[O:21])[N:17]([CH3:20])[CH2:18][CH2:19][C@@H:14]4[CH2:13][CH2:12]3)=[N:9][CH:10]=2)[CH:5]=[CH:6][N:7]=1.C1C(=O)N([Br:30])C(=O)C1.CC(=O)OCC.O, predict the reaction product. The product is: [Br:30][C:10]1[N:9]=[C:8]([C@@H:11]2[CH2:22][N:15]3[C:16](=[O:21])[N:17]([CH3:20])[CH2:18][CH2:19][C@@H:14]3[CH2:13][CH2:12]2)[N:4]2[CH:5]=[CH:6][N:7]=[C:2]([Cl:1])[C:3]=12. (4) The product is: [CH2:2]([O:4][C:5]([C:7]1[CH2:8][C@@H:9]([NH2:20])[C@H:10]([O:19][S:40]([CH3:39])(=[O:42])=[O:41])[C@H:11]([O:13][CH:14]([CH2:15][CH3:16])[CH2:17][CH3:18])[CH:12]=1)=[O:6])[CH3:3]. Given the reactants [Na+].[CH2:2]([O:4][C:5]([C:7]1[CH2:8][C@@H:9]([N:20]=CC2C=CC=CC=2S([O-])(=O)=O)[C@H:10]([OH:19])[C@H:11]([O:13][CH:14]([CH2:17][CH3:18])[CH2:15][CH3:16])[CH:12]=1)=[O:6])[CH3:3].C(N(CC)CC)C.[CH3:39][S:40](Cl)(=[O:42])=[O:41].C(N)CN, predict the reaction product. (5) The product is: [CH2:3]([O:10][C:11]1[CH:12]=[C:13]([N:22]([C:23]([O:25][C:26]([CH3:29])([CH3:28])[CH3:27])=[O:24])[CH2:33][CH:32]=[CH:31][Cl:30])[C:14]([I:21])=[C:15]2[C:20]=1[N:19]=[CH:18][CH:17]=[CH:16]2)[C:4]1[CH:5]=[CH:6][CH:7]=[CH:8][CH:9]=1. Given the reactants [H-].[Na+].[CH2:3]([O:10][C:11]1[CH:12]=[C:13]([NH:22][C:23]([O:25][C:26]([CH3:29])([CH3:28])[CH3:27])=[O:24])[C:14]([I:21])=[C:15]2[C:20]=1[N:19]=[CH:18][CH:17]=[CH:16]2)[C:4]1[CH:9]=[CH:8][CH:7]=[CH:6][CH:5]=1.[Cl:30][CH:31]=[CH:32][CH2:33]Cl, predict the reaction product. (6) Given the reactants [CH3:1][N:2]1[CH2:7][CH2:6][N:5]([C:8]2[CH:13]=[CH:12][C:11]([NH:14][C:15]3[C:16]4[N:17]([N:29]=[CH:30][N:31]=4)[C:18](C4C=C(C(N)=O)SC=4)=[CH:19][N:20]=3)=[CH:10][CH:9]=2)[CH2:4][CH2:3]1.BrC1N2N=CN=C2C(NC2C=CC(N3CCN(C)CC3)=CC=2)=NC=1.[CH3:56][C:57]1[NH:61][N:60]=[CH:59][C:58]=1B1OC(C)(C)C(C)(C)O1.C([O-])([O-])=O.[Na+].[Na+], predict the reaction product. The product is: [CH3:56][C:57]1[NH:61][N:60]=[CH:59][C:58]=1[C:18]1[N:17]2[N:29]=[CH:30][N:31]=[C:16]2[C:15]([NH:14][C:11]2[CH:12]=[CH:13][C:8]([N:5]3[CH2:4][CH2:3][N:2]([CH3:1])[CH2:7][CH2:6]3)=[CH:9][CH:10]=2)=[N:20][CH:19]=1. (7) Given the reactants [N:1]1[CH:6]=[CH:5][CH:4]=[CH:3][C:2]=1[CH2:7][C:8](O)=O.[C:11]1([NH:17][C:18](=[S:21])[NH:19][NH2:20])[CH:16]=[CH:15][CH:14]=[CH:13][CH:12]=1, predict the reaction product. The product is: [C:11]1([N:17]2[C:8]([CH2:7][C:2]3[CH:3]=[CH:4][CH:5]=[CH:6][N:1]=3)=[N:20][NH:19][C:18]2=[S:21])[CH:12]=[CH:13][CH:14]=[CH:15][CH:16]=1. (8) Given the reactants [CH:1]1([CH:7]([N:11]2[C:15]3[CH:16]=[C:17]([F:21])[C:18]([F:20])=[CH:19][C:14]=3[N:13]=[C:12]2[C:22]2[C:23]([O:30][CH3:31])=[N:24][C:25]([O:28][CH3:29])=[CH:26][CH:27]=2)[C:8]([OH:10])=[O:9])[CH2:6][CH2:5][CH2:4][CH2:3][CH2:2]1.[H-].[Na+].[CH3:34]I.O, predict the reaction product. The product is: [CH3:34][O:9][C:8](=[O:10])[CH:7]([CH:1]1[CH2:6][CH2:5][CH2:4][CH2:3][CH2:2]1)[N:11]1[C:15]2[CH:16]=[C:17]([F:21])[C:18]([F:20])=[CH:19][C:14]=2[N:13]=[C:12]1[C:22]1[C:23]([O:30][CH3:31])=[N:24][C:25]([O:28][CH3:29])=[CH:26][CH:27]=1. (9) Given the reactants [Br:1][C:2]1[CH:3]=[CH:4][C:5]([F:12])=[C:6]([CH:11]=1)[C:7]([O:9][CH3:10])=[O:8].C1C=CC=CC=1.C([Si](C)(C)C)#C.C(NC(C)C)(C)C, predict the reaction product. The product is: [C:7]([O-:9])(=[O:8])[C:6]1[CH:11]=[CH:2][CH:3]=[CH:4][CH:5]=1.[Br:1][C:2]1[CH:3]=[CH:4][C:5]([F:12])=[C:6]([CH:11]=1)[C:7]([O:9][CH3:10])=[O:8]. (10) Given the reactants C([C@@H]([C@H](C(O)=O)O)O)(O)=O.[CH3:11][C@@H:12]1[CH2:16][CH2:15][CH2:14][NH:13]1.[OH-].[Na+].[Cl-].[Na+].O.Cl[CH2:23][CH2:24][C:25]1[N:26]=[N:27][C:28]2[C:33]([CH:34]=1)=[CH:32][CH:31]=[C:30]([C:35]1[CH:42]=[CH:41][C:38]([C:39]#[N:40])=[CH:37][CH:36]=1)[CH:29]=2, predict the reaction product. The product is: [CH3:11][C@@H:12]1[CH2:16][CH2:15][CH2:14][N:13]1[CH2:23][CH2:24][C:25]1[N:26]=[N:27][C:28]2[C:33]([CH:34]=1)=[CH:32][CH:31]=[C:30]([C:35]1[CH:42]=[CH:41][C:38]([C:39]#[N:40])=[CH:37][CH:36]=1)[CH:29]=2.